From a dataset of Reaction yield outcomes from USPTO patents with 853,638 reactions. Predict the reaction yield, written as a fraction of the theoretical maximum amount of product (1.0 means a 100% yield; for example, 0.34 means a 34% yield). (1) The reactants are Br[C:2]1[CH:3]=[C:4]2[C:9](=[O:10])[N:8]3[CH2:11][CH2:12][NH:13][C:7]3([C:14]3[CH:19]=[CH:18][C:17]([Cl:20])=[CH:16][CH:15]=3)[CH2:6][N:5]2[CH:21]=1.[N:22]1[CH:27]=[CH:26][CH:25]=[C:24](B(O)O)[CH:23]=1.C(=O)([O-])[O-].[Na+].[Na+].C(O)C. The catalyst is COCCOC.Cl[Pd](Cl)([P](C1C=CC=CC=1)(C1C=CC=CC=1)C1C=CC=CC=1)[P](C1C=CC=CC=1)(C1C=CC=CC=1)C1C=CC=CC=1.O. The product is [Cl:20][C:17]1[CH:18]=[CH:19][C:14]([C:7]23[NH:13][CH2:12][CH2:11][N:8]2[C:9](=[O:10])[C:4]2[N:5]([CH:21]=[C:2]([C:24]4[CH:23]=[N:22][CH:27]=[CH:26][CH:25]=4)[CH:3]=2)[CH2:6]3)=[CH:15][CH:16]=1. The yield is 0.400. (2) The reactants are [C:1]([OH:12])(=O)/[CH:2]=[C:3](/[CH2:5][CH2:6][CH:7]=[C:8]([CH3:10])[CH3:9])\[CH3:4].C([N:15]([CH2:18][CH3:19])CC)C.ClC(OCC(C)C)=[O:22].Cl.OC1[O:38][C@H:37]([CH2:39][OH:40])[C@H:35]([OH:36])[C@H:33]([OH:34])[C@H]1N. The catalyst is O.[OH-].[Na+].CC(C)=O.C1COCC1. The product is [CH:18]1([NH:15][C:1](=[O:12])/[CH:2]=[C:3](/[CH2:5][CH2:6][CH:7]=[C:8]([CH3:9])[CH3:10])\[CH3:4])[O:38][C@H:37]([CH2:39][OH:40])[C@H:35]([OH:36])[C@H:33]([OH:34])[C@H:19]1[OH:22]. The yield is 0.460. (3) The reactants are C(N([CH2:6][CH3:7])CC)C.[C:8](Cl)(=[O:13])[CH:9]=[CH:10][CH2:11][CH3:12]. The catalyst is C1COCC1. The product is [CH2:8]([OH:13])[CH2:9][CH2:10][CH2:11][CH2:12][CH2:8][CH2:9][CH2:10][CH2:11][CH2:12][CH2:6][CH3:7]. The yield is 1.00. (4) The reactants are [NH2:1][C:2]1[C:7]([OH:8])=[CH:6][C:5]([N+:9]([O-:11])=[O:10])=[CH:4][N:3]=1.C(=O)([O-])[O-].[K+].[K+].Br[CH2:19][CH:20]1[O:22][CH2:21]1. The catalyst is CCOC(C)=O. The product is [N+:9]([C:5]1[CH:4]=[N:3][C:2]2[NH:1][CH:20]([CH2:21][OH:22])[CH2:19][O:8][C:7]=2[CH:6]=1)([O-:11])=[O:10]. The yield is 0.460. (5) The reactants are [Br:1][C:2]1[C:3]([CH3:11])=[C:4]([CH:8]=[CH:9][CH:10]=1)[C:5]([OH:7])=O.C(Cl)CCl.C1C=C[C:19]2[N:24](O)N=[N:22][C:20]=2C=1.CCN(C(C)C)C(C)C.Cl.NCC#N. The catalyst is C1COCC1.C(Cl)Cl. The product is [Br:1][C:2]1[C:3]([CH3:11])=[C:4]([CH:8]=[CH:9][CH:10]=1)[C:5]([NH:24][CH2:19][C:20]#[N:22])=[O:7]. The yield is 0.940. (6) The reactants are [Br:1][C:2]1[CH:3]=[C:4]2[C:8](=[C:9]([N+:11]([O-:13])=[O:12])[CH:10]=1)[NH:7]C(=O)[C:5]2=[O:15].[OH:16]O.Cl. The catalyst is [OH-].[Na+]. The product is [NH2:7][C:8]1[C:9]([N+:11]([O-:13])=[O:12])=[CH:10][C:2]([Br:1])=[CH:3][C:4]=1[C:5]([OH:15])=[O:16]. The yield is 0.945. (7) The reactants are C[O:2][C:3](=[O:25])[C:4]1[CH:9]=[C:8]([O:10][C:11]2[CH:16]=[CH:15][C:14]([S:17]([CH3:20])(=[O:19])=[O:18])=[CH:13][CH:12]=2)[CH:7]=[C:6]([O:21][CH:22]([CH3:24])[CH3:23])[CH:5]=1.CCO.O.[OH-].[Na+]. The catalyst is C1COCC1. The product is [CH:22]([O:21][C:6]1[CH:5]=[C:4]([CH:9]=[C:8]([O:10][C:11]2[CH:16]=[CH:15][C:14]([S:17]([CH3:20])(=[O:19])=[O:18])=[CH:13][CH:12]=2)[CH:7]=1)[C:3]([OH:25])=[O:2])([CH3:24])[CH3:23]. The yield is 1.00. (8) The yield is 0.840. The reactants are [Cl:1][C:2]1[N:7]=[C:6]([CH2:8][C:9]([OH:11])=[O:10])[C:5]([C:12]#[N:13])=[CH:4][C:3]=1[F:14].[N+:15]([C:18]1[CH:23]=[CH:22][C:21](O)=[CH:20][CH:19]=1)([O-:17])=[O:16].C(N=C=NC(C)C)(C)C. The catalyst is C(Cl)Cl. The product is [N+:15]([C:18]1[CH:23]=[CH:22][C:21]([O:10][C:9](=[O:11])[CH2:8][C:6]2[C:5]([C:12]#[N:13])=[CH:4][C:3]([F:14])=[C:2]([Cl:1])[N:7]=2)=[CH:20][CH:19]=1)([O-:17])=[O:16]. (9) The reactants are [N:1]([CH2:4][CH2:5][O:6][C:7]1[CH:8]=[CH:9][C:10]2[C:14]([C:15]3[CH:20]=[CH:19][C:18]([C:21]([F:24])([F:23])[F:22])=[CH:17][CH:16]=3)=[C:13]([CH3:25])[S:12][C:11]=2[CH:26]=1)=[N+]=[N-].C1(P(C2C=CC=CC=2)C2C=CC=CC=2)C=CC=CC=1.O. The catalyst is O1CCCC1. The product is [CH3:25][C:13]1[S:12][C:11]2[CH:26]=[C:7]([O:6][CH2:5][CH2:4][NH2:1])[CH:8]=[CH:9][C:10]=2[C:14]=1[C:15]1[CH:20]=[CH:19][C:18]([C:21]([F:24])([F:22])[F:23])=[CH:17][CH:16]=1. The yield is 0.934.